From a dataset of Reaction yield outcomes from USPTO patents with 853,638 reactions. Predict the reaction yield, written as a fraction of the theoretical maximum amount of product (1.0 means a 100% yield; for example, 0.34 means a 34% yield). (1) The reactants are [CH:1]1[CH:6]=[C:5]2C(C(O)(O)[C:10](=[O:11])[C:4]2=[CH:3][CH:2]=1)=O.[N-:14]=[N+:15]=[N-:16].[BH4-].[Na+].B(F)(F)F.O(CC)[CH2:24][CH3:25].S(N=[N+]=[N-])(C(F)(F)F)(=O)=O. The catalyst is C1COCC1. The product is [N:14]([CH2:24][CH2:25][C:1]1[CH:2]=[CH:3][C:4]([CH2:10][OH:11])=[CH:5][CH:6]=1)=[N+:15]=[N-:16]. The yield is 0.820. (2) The reactants are [Cl:1][C:2]1[CH:7]=[CH:6][C:5]([N:8]([C:12]2[CH:17]=[CH:16][CH:15]=[CH:14][C:13]=2[C:18]([F:21])([F:20])[F:19])[C:9](=[O:11])[NH2:10])=[CH:4][C:3]=1C(O)=O.[NH2:25][C:26]1[CH:27]=[N:28][CH:29]=[CH:30][CH:31]=1.C(Cl)Cl.CS(C)=O.[CH2:39]1[CH2:43][O:42][CH2:41][CH2:40]1. The catalyst is ClCCCl. The product is [Cl:1][C:2]1([C:9](=[O:11])[NH:8][C:5]2[CH:6]=[CH:41][CH:40]=[C:39]([C:43](=[O:42])[NH:25][C:26]3[CH:27]=[N:28][CH:29]=[CH:30][CH:31]=3)[CH:4]=2)[CH:7]=[CH:6][C:5]([N:8]([C:12]2[CH:17]=[CH:16][CH:15]=[CH:14][C:13]=2[C:18]([F:20])([F:21])[F:19])[C:9](=[O:11])[NH2:10])=[CH:4][CH2:3]1. The yield is 0.590. (3) The reactants are Br[C:2]1[CH:7]=[CH:6][C:5]([F:8])=[CH:4][CH:3]=1.[O:9]1[CH:13]=[CH:12][CH:11]=[C:10]1B(O)O.[O-]P([O-])([O-])=O.[K+].[K+].[K+]. The catalyst is O1CCOCC1.O.C1C=CC([P]([Pd]([P](C2C=CC=CC=2)(C2C=CC=CC=2)C2C=CC=CC=2)([P](C2C=CC=CC=2)(C2C=CC=CC=2)C2C=CC=CC=2)[P](C2C=CC=CC=2)(C2C=CC=CC=2)C2C=CC=CC=2)(C2C=CC=CC=2)C2C=CC=CC=2)=CC=1. The product is [F:8][C:5]1[CH:6]=[CH:7][C:2]([C:10]2[O:9][CH:13]=[CH:12][CH:11]=2)=[CH:3][CH:4]=1. The yield is 0.900. (4) The reactants are [CH2:1]([Li])CCC.Br[C:7]1[CH:12]=[CH:11][C:10]([N:13]2[CH2:18][CH2:17][O:16][CH2:15][CH2:14]2)=[CH:9][CH:8]=1.O.[O:20]1[CH2:24][CH2:23][CH2:22]C1. No catalyst specified. The product is [CH3:22][CH:23]([CH3:1])[C:24]([C:7]1[CH:12]=[CH:11][C:10]([N:13]2[CH2:18][CH2:17][O:16][CH2:15][CH2:14]2)=[CH:9][CH:8]=1)=[O:20]. The yield is 0.670. (5) The reactants are [NH:1]1[C:9]2[C:4](=[CH:5][CH:6]=[CH:7][CH:8]=2)[CH:3]=[C:2]1[C:10]1[C:18]2[C:13](=[CH:14][CH:15]=[C:16]([OH:19])[CH:17]=2)[NH:12][N:11]=1.[N+](C1C=CC([O:29][P:30]([CH3:33])([CH3:32])=O)=CC=1)([O-])=O.N12CCCN=C1CCCCC2. The catalyst is ClCCl. The product is [NH:1]1[C:9]2[C:4](=[CH:5][CH:6]=[CH:7][CH:8]=2)[CH:3]=[C:2]1[C:10]1[C:18]2[C:13](=[CH:14][CH:15]=[C:16]([O:19][P:30]([CH3:33])([CH3:32])=[O:29])[CH:17]=2)[NH:12][N:11]=1. The yield is 0.430. (6) The product is [CH3:1][O:2][C:3]1[CH:4]=[C:5]([CH2:9][CH2:10][NH:12][C:13]2[CH:18]=[CH:17][CH:16]=[CH:15][CH:14]=2)[CH:6]=[CH:7][CH:8]=1. The yield is 0.690. The catalyst is O1CCCC1. The reactants are [CH3:1][O:2][C:3]1[CH:4]=[C:5]([CH2:9][C:10]([NH:12][C:13]2[CH:18]=[CH:17][CH:16]=[CH:15][CH:14]=2)=O)[CH:6]=[CH:7][CH:8]=1.[H-].[Al+3].[Li+].[H-].[H-].[H-]. (7) The reactants are [CH3:1][C:2]1[CH:3]=[CH:4][CH:5]=[C:6]2[C:11]=1[C:10](=[O:12])[N:9]([C:13]1[CH:18]=[CH:17][CH:16]=[CH:15][C:14]=1[CH3:19])[C:8]([CH:20]=[O:21])=[CH:7]2.O.[CH2:23]1COCC1. No catalyst specified. The product is [OH:21][CH:20]([C:8]1[N:9]([C:13]2[CH:18]=[CH:17][CH:16]=[CH:15][C:14]=2[CH3:19])[C:10](=[O:12])[C:11]2[C:6]([CH:7]=1)=[CH:5][CH:4]=[CH:3][C:2]=2[CH3:1])[CH3:23]. The yield is 0.710. (8) The catalyst is CCOCC.C(Cl)Cl. The product is [CH3:23][C:13]1([CH3:14])[O:19][C@H:7]([CH2:6][C:5](=[O:11])[S:32][CH2:30][CH3:31])[C:8](=[O:9])[O:10]1. The yield is 0.820. The reactants are CC1(C)[C@@H:6]([CH2:7][C:8]([OH:10])=[O:9])[C:5](=[O:11])OO1.[C:13]([O:19]C(Cl)=O)(=O)[CH2:14]C(C)C.[CH2:23](N(CC)CC)C.[CH2:30]([SH:32])[CH3:31]. (9) The reactants are [NH2:1][C:2]1[CH:11]=[C:10]([O:12][CH3:13])[C:9]([Br:14])=[CH:8][C:3]=1[C:4](OC)=[O:5].C([O-])=O.[NH4+].O.[CH:20]([NH2:22])=O. No catalyst specified. The yield is 0.720. The product is [Br:14][C:9]1[CH:8]=[C:3]2[C:2](=[CH:11][C:10]=1[O:12][CH3:13])[N:1]=[CH:20][NH:22][C:4]2=[O:5].